Dataset: Catalyst prediction with 721,799 reactions and 888 catalyst types from USPTO. Task: Predict which catalyst facilitates the given reaction. (1) Reactant: Br[C:2]1[C:11]([O:12][CH3:13])=[C:10]2[C:5]([CH:6]=[N:7][C:8]([NH:14][CH3:15])=[N:9]2)=[C:4]([C:16]2[CH:21]=[CH:20][CH:19]=[C:18]([Cl:22])[CH:17]=2)[CH:3]=1.[CH2:23](C([Sn])=C(CCCC)CCCC)[CH2:24]CC.[F-].[NH4+]. Product: [Cl:22][C:18]1[CH:17]=[C:16]([C:4]2[CH:3]=[C:2]([CH:23]=[CH2:24])[C:11]([O:12][CH3:13])=[C:10]3[C:5]=2[CH:6]=[N:7][C:8]([NH:14][CH3:15])=[N:9]3)[CH:21]=[CH:20][CH:19]=1. The catalyst class is: 176. (2) Reactant: [CH3:1][S:2](Cl)(=[O:4])=[O:3].[OH:6][CH2:7][CH2:8][NH:9][C:10](=[O:19])[O:11][CH2:12][C:13]1[CH:18]=[CH:17][CH:16]=[CH:15][CH:14]=1.C(N(CC)CC)C.O. Product: [CH3:1][S:2]([O:6][CH2:7][CH2:8][NH:9][C:10]([O:11][CH2:12][C:13]1[CH:14]=[CH:15][CH:16]=[CH:17][CH:18]=1)=[O:19])(=[O:4])=[O:3]. The catalyst class is: 4. (3) Reactant: [F:1][C:2]1[C:7]2[C:8]([C:18](=[O:21])[NH:19][CH3:20])=[C:9]([C:11]3[CH:16]=[CH:15][C:14]([F:17])=[CH:13][CH:12]=3)[O:10][C:6]=2[CH:5]=[CH:4][C:3]=1[C:22]1[C:23]([CH3:33])=[CH:24][C:25]([O:31][CH3:32])=[C:26]([CH:30]=1)[C:27](O)=[O:28].[N:34]1[CH:39]=[CH:38][CH:37]=[N:36][C:35]=1[C:40]1([NH2:43])[CH2:42][CH2:41]1.C(O)(C(F)(F)F)=O.C(N(CC)C(C)C)(C)C. Product: [F:1][C:2]1[C:7]2[C:8]([C:18]([NH:19][CH3:20])=[O:21])=[C:9]([C:11]3[CH:12]=[CH:13][C:14]([F:17])=[CH:15][CH:16]=3)[O:10][C:6]=2[CH:5]=[CH:4][C:3]=1[C:22]1[CH:30]=[C:26]([C:27](=[O:28])[NH:43][C:40]2([C:35]3[N:36]=[CH:37][CH:38]=[CH:39][N:34]=3)[CH2:42][CH2:41]2)[C:25]([O:31][CH3:32])=[CH:24][C:23]=1[CH3:33]. The catalyst class is: 121. (4) Reactant: C(OC(=O)[NH:7][C:8]1[CH:13]=[CH:12][C:11]([C:14]2[CH:19]=[CH:18][CH:17]=[CH:16][C:15]=2[O:20][CH3:21])=[CH:10][C:9]=1[NH2:22])(C)(C)C.CC1(C)O[C:29]([C:31]2[CH:32]=[C:33]([CH:36]=[CH:37][CH:38]=2)[C:34]#[N:35])=[CH:28][C:27](=[O:39])O1.C(O)(C(F)(F)F)=O. Product: [CH3:21][O:20][C:15]1[CH:16]=[CH:17][CH:18]=[CH:19][C:14]=1[C:11]1[CH:12]=[CH:13][C:8]2[N:7]=[C:29]([C:31]3[CH:32]=[C:33]([CH:36]=[CH:37][CH:38]=3)[C:34]#[N:35])[CH2:28][C:27](=[O:39])[NH:22][C:9]=2[CH:10]=1. The catalyst class is: 2. (5) Reactant: [N+:1]([CH3:4])([O-:3])=[O:2].[CH2:5]1[CH2:15][CH2:14]N2C(=NCCC2)CC1.[CH3:16][CH2:17][O:18][C:19]([CH3:21])=[O:20]. Product: [N+:1]([CH2:4][C:15]1([CH2:21][C:19]([O:18][CH2:17][CH3:16])=[O:20])[CH2:5][CH2:14]1)([O-:3])=[O:2]. The catalyst class is: 23. (6) Reactant: [NH2:1][C:2]1[CH:27]=[CH:26][C:5]([O:6][C:7]2[CH:12]=[CH:11][N:10]=[C:9]([NH:13][C:14]([N:16]3[CH2:21][CH2:20][CH:19]([CH2:22][N:23]([CH3:25])[CH3:24])[CH2:18][CH2:17]3)=[O:15])[CH:8]=2)=[C:4]([F:28])[CH:3]=1.[F:29][C:30]1[CH:35]=[CH:34][C:33]([CH2:36][C:37]([N:39]=[C:40]=[O:41])=[O:38])=[CH:32][CH:31]=1. Product: [CH3:24][N:23]([CH2:22][CH:19]1[CH2:18][CH2:17][N:16]([C:14]([NH:13][C:9]2[CH:8]=[C:7]([O:6][C:5]3[CH:26]=[CH:27][C:2]([NH:1][C:40]([NH:39][C:37](=[O:38])[CH2:36][C:33]4[CH:34]=[CH:35][C:30]([F:29])=[CH:31][CH:32]=4)=[O:41])=[CH:3][C:4]=3[F:28])[CH:12]=[CH:11][N:10]=2)=[O:15])[CH2:21][CH2:20]1)[CH3:25]. The catalyst class is: 7. (7) Reactant: C(OC(=O)[NH:7][CH:8]1[CH2:13][CH2:12][N:11]([CH2:14][CH2:15][N:16]2[C:21]3[CH:22]=[C:23]([O:26][CH3:27])[CH:24]=[CH:25][C:20]=3[CH2:19][O:18][C:17]2=[O:28])[CH2:10][CH2:9]1)(C)(C)C.FC(F)(F)C(O)=O. Product: [NH2:7][CH:8]1[CH2:9][CH2:10][N:11]([CH2:14][CH2:15][N:16]2[C:21]3[CH:22]=[C:23]([O:26][CH3:27])[CH:24]=[CH:25][C:20]=3[CH2:19][O:18][C:17]2=[O:28])[CH2:12][CH2:13]1. The catalyst class is: 4. (8) Reactant: [F:1][C:2]([F:6])([F:5])[CH:3]=[CH2:4].C(=O)(O)[O-].[Na+].Cl/[C:13](=[N:19]\[OH:20])/[C:14]([O:16][CH2:17][CH3:18])=[O:15]. Product: [F:1][C:2]([F:6])([F:5])[CH:3]1[O:20][N:19]=[C:13]([C:14]([O:16][CH2:17][CH3:18])=[O:15])[CH2:4]1. The catalyst class is: 25. (9) Reactant: Cl[C:2]1[CH:3]=[C:4]([NH:23][CH2:24][CH:25]([CH3:27])[CH3:26])[C:5]2[N:6]([C:8]([C:11]3[CH:22]=[CH:21][C:14]([C:15]([NH:17][CH:18]4[CH2:20][CH2:19]4)=[O:16])=[CH:13][CH:12]=3)=[CH:9][N:10]=2)[CH:7]=1.[H][H]. Product: [CH:18]1([NH:17][C:15](=[O:16])[C:14]2[CH:21]=[CH:22][C:11]([C:8]3[N:6]4[CH:7]=[CH:2][CH:3]=[C:4]([NH:23][CH2:24][CH:25]([CH3:26])[CH3:27])[C:5]4=[N:10][CH:9]=3)=[CH:12][CH:13]=2)[CH2:19][CH2:20]1. The catalyst class is: 45.